Predict the reactants needed to synthesize the given product. From a dataset of Full USPTO retrosynthesis dataset with 1.9M reactions from patents (1976-2016). (1) Given the product [CH3:1][N:2]([CH3:12])[C:3]1[CH:11]=[CH:10][C:6]([C:7]([NH:13][C:14]2[CH:15]=[C:16]([CH2:20][CH2:21][CH2:22][CH:23]([CH2:28][CH2:29][C:30]3[CH:31]=[CH:32][CH:33]=[CH:34][CH:35]=3)[C:24]([O:26][CH3:27])=[O:25])[CH:17]=[CH:18][CH:19]=2)=[O:8])=[CH:5][CH:4]=1, predict the reactants needed to synthesize it. The reactants are: [CH3:1][N:2]([CH3:12])[C:3]1[CH:11]=[CH:10][C:6]([C:7](Cl)=[O:8])=[CH:5][CH:4]=1.[NH2:13][C:14]1[CH:15]=[C:16]([CH2:20][CH2:21][CH2:22][CH:23]([CH2:28][CH2:29][C:30]2[CH:35]=[CH:34][CH:33]=[CH:32][CH:31]=2)[C:24]([O:26][CH3:27])=[O:25])[CH:17]=[CH:18][CH:19]=1.CCN(C(C)C)C(C)C.O. (2) Given the product [NH2:1][C:4]1[CH:5]=[CH:6][CH:7]=[C:8]2[C:13]=1[N:12]=[CH:11][C:10]([N:14]1[CH:20]3[CH2:19][CH2:18][N:17]([CH2:22][CH2:21]3)[CH2:16][CH2:15]1)=[CH:9]2, predict the reactants needed to synthesize it. The reactants are: [N+:1]([C:4]1[CH:5]=[CH:6][CH:7]=[C:8]2[C:13]=1[N:12]=[CH:11][C:10]([N:14]1[CH:20]3[CH2:21][CH2:22][N:17]([CH2:18][CH2:19]3)[CH2:16][CH2:15]1)=[CH:9]2)([O-])=O. (3) The reactants are: [CH:1]1([SH:6])[CH2:5][CH2:4][CH2:3][CH2:2]1.C(=O)([O-])[O-].[K+].[K+].F[C:14]1[CH:19]=[CH:18][C:17]([N+:20]([O-:22])=[O:21])=[CH:16][CH:15]=1. Given the product [CH:1]1([S:6][C:14]2[CH:19]=[CH:18][C:17]([N+:20]([O-:22])=[O:21])=[CH:16][CH:15]=2)[CH2:5][CH2:4][CH2:3][CH2:2]1, predict the reactants needed to synthesize it. (4) The reactants are: [OH:1][CH2:2][C@@H:3]1[CH2:9][CH2:8][C:5]2([CH2:7][CH2:6]2)[N:4]1[C:10]([O:12][C:13]([CH3:16])([CH3:15])[CH3:14])=[O:11].C(Cl)(Cl)(Cl)Cl.[OH2:22]. Given the product [C:13]([O:12][C:10]([N:4]1[C@H:3]([C:2]([OH:22])=[O:1])[CH2:9][CH2:8][C:5]21[CH2:6][CH2:7]2)=[O:11])([CH3:16])([CH3:15])[CH3:14], predict the reactants needed to synthesize it. (5) Given the product [NH2:1][C@H:4]1[CH2:9][CH2:8][N:7]([C:10]([O:12][C:13]([CH3:15])([CH3:14])[CH3:16])=[O:11])[CH2:6][C@@H:5]1[F:17], predict the reactants needed to synthesize it. The reactants are: [N:1]([C@H:4]1[CH2:9][CH2:8][N:7]([C:10]([O:12][C:13]([CH3:16])([CH3:15])[CH3:14])=[O:11])[CH2:6][C@@H:5]1[F:17])=[N+]=[N-]. (6) Given the product [Cl:19][C:14]1[CH:13]=[C:12]([CH:7]([NH:39][CH2:38][C:32]2[CH:33]=[CH:34][C:35]([O:36][CH3:37])=[C:30]([O:29][CH3:28])[CH:31]=2)[C:8]([F:11])([F:10])[F:9])[CH:17]=[CH:16][C:15]=1[Cl:18], predict the reactants needed to synthesize it. The reactants are: FC(F)(F)S(O[C@H:7]([C:12]1[CH:17]=[CH:16][C:15]([Cl:18])=[C:14]([Cl:19])[CH:13]=1)[C:8]([F:11])([F:10])[F:9])(=O)=O.C([O-])([O-])=O.[K+].[K+].[CH3:28][O:29][C:30]1[CH:31]=[C:32]([CH2:38][NH2:39])[CH:33]=[CH:34][C:35]=1[O:36][CH3:37].O. (7) Given the product [Br-:33].[NH2:19][C:18]1[NH:17][C:15](=[O:16])[C:14]2[N+:13]([CH2:32][C:23]3[CH:24]=[CH:25][C:26]4[C:31](=[CH:30][CH:29]=[CH:28][CH:27]=4)[CH:22]=3)=[CH:12][N:11]([CH2:2][C:3]3[CH:25]=[CH:24][C:23]4[C:7](=[CH:8][CH:30]=[CH:31][CH:22]=4)[CH:5]=3)[C:21]=2[N:20]=1, predict the reactants needed to synthesize it. The reactants are: O.[C@@H:2]1([N:11]2[C:21]3[N:20]=[C:18]([NH2:19])[NH:17][C:15](=[O:16])[C:14]=3[N:13]=[CH:12]2)O[C@H:7]([CH2:8]O)[C@@H:5](O)[C@H:3]1O.[CH:22]1[C:31]2[C:26](=[CH:27][CH:28]=[CH:29][CH:30]=2)[CH:25]=[CH:24][C:23]=1[CH2:32][Br:33]. (8) Given the product [Br:28][C:29]1[CH:37]=[CH:36][CH:35]=[C:34]2[C:30]=1[CH:31]([C:39]1[C:40]([OH:48])=[CH:41][C:42]3[O:46][CH2:45][CH2:44][C:43]=3[CH:47]=1)[C:32](=[O:38])[NH:33]2, predict the reactants needed to synthesize it. The reactants are: BrC1C=CC=C2C=1C(O)(C1C(O)=CC3OCOC=3C=1)C(=O)N2CCCCC.[Br:28][C:29]1[CH:37]=[CH:36][CH:35]=[C:34]2[C:30]=1[C:31](O)([C:39]1[C:40]([OH:48])=[CH:41][C:42]3[O:46][CH2:45][CH2:44][C:43]=3[CH:47]=1)[C:32](=[O:38])[NH:33]2.